From a dataset of Forward reaction prediction with 1.9M reactions from USPTO patents (1976-2016). Predict the product of the given reaction. (1) Given the reactants [CH2:1]([N:8]1[C:12]([CH2:13][OH:14])=[CH:11][C:10]([O:15][CH2:16][CH3:17])=[N:9]1)[C:2]1[CH:7]=[CH:6][CH:5]=[CH:4][CH:3]=1.[Cr](Cl)([O-])(=O)=O.[NH+]1C=CC=CC=1, predict the reaction product. The product is: [CH2:1]([N:8]1[C:12]([CH:13]=[O:14])=[CH:11][C:10]([O:15][CH2:16][CH3:17])=[N:9]1)[C:2]1[CH:3]=[CH:4][CH:5]=[CH:6][CH:7]=1. (2) Given the reactants [CH3:1][C:2]1[CH:3]=[CH:4][CH:5]=[C:6]2[C:11]=1[N:10]=[C:9](Cl)[N:8]=[C:7]2Cl.[NH2:14][C:15]1[CH:22]=[CH:21][C:18]([CH2:19][NH2:20])=[CH:17][CH:16]=1.[F:23][C:24]1[CH:32]=[CH:31][C:27]([C:28](Cl)=[O:29])=[CH:26][CH:25]=1.[CH3:33][NH2:34], predict the reaction product. The product is: [F:23][C:24]1[CH:32]=[CH:31][C:27]([C:28]([NH:14][C:15]2[CH:22]=[CH:21][C:18]([CH2:19][NH:20][C:7]3[C:6]4[C:11](=[C:2]([CH3:1])[CH:3]=[CH:4][CH:5]=4)[N:10]=[C:9]([NH:34][CH3:33])[N:8]=3)=[CH:17][CH:16]=2)=[O:29])=[CH:26][CH:25]=1.